Dataset: Full USPTO retrosynthesis dataset with 1.9M reactions from patents (1976-2016). Task: Predict the reactants needed to synthesize the given product. (1) Given the product [C:73]1([S:87]([OH:90])(=[O:89])=[O:88])[C:82]2[CH:81]=[CH:80][CH:79]=[C:78]([S:83]([OH:86])(=[O:85])=[O:84])[C:77]=2[CH:76]=[CH:75][CH:74]=1.[OH:8][C@H:9]([C:43]1[CH:52]=[CH:51][C:50]([OH:53])=[C:49]2[C:44]=1[CH:45]=[CH:46][C:47](=[O:54])[NH:48]2)[CH2:10][NH:11][CH2:12][CH2:13][CH2:14][CH2:15][CH2:16][CH2:17][CH2:18][CH2:19][CH2:20][N:21]1[CH2:22][CH2:23][CH:24]([O:27][C:28](=[O:42])[NH:29][C:30]2[CH:35]=[CH:34][CH:33]=[CH:32][C:31]=2[C:36]2[CH:37]=[CH:38][CH:39]=[CH:40][CH:41]=2)[CH2:25][CH2:26]1, predict the reactants needed to synthesize it. The reactants are: [Si]([O:8][C@H:9]([C:43]1[CH:52]=[CH:51][C:50]([OH:53])=[C:49]2[C:44]=1[CH:45]=[CH:46][C:47](=[O:54])[NH:48]2)[CH2:10][NH:11][CH2:12][CH2:13][CH2:14][CH2:15][CH2:16][CH2:17][CH2:18][CH2:19][CH2:20][N:21]1[CH2:26][CH2:25][CH:24]([O:27][C:28](=[O:42])[NH:29][C:30]2[CH:35]=[CH:34][CH:33]=[CH:32][C:31]=2[C:36]2[CH:41]=[CH:40][CH:39]=[CH:38][CH:37]=2)[CH2:23][CH2:22]1)(C(C)(C)C)(C)C.[F-].C([N+](CCCC)(CCCC)CCCC)CCC.[C:73]1([S:87]([OH:90])(=[O:89])=[O:88])[C:82]2[CH:81]=[CH:80][CH:79]=[C:78]([S:83]([OH:86])(=[O:85])=[O:84])[C:77]=2[CH:76]=[CH:75][CH:74]=1. (2) Given the product [N+:12]([C:3]1[CH:4]=[C:5]2[C:10](=[CH:11][C:2]=1[CH:1]=[O:19])[N:9]=[CH:8][CH:7]=[CH:6]2)([O-:14])=[O:13], predict the reactants needed to synthesize it. The reactants are: [CH3:1][C:2]1[CH:11]=[C:10]2[C:5]([CH:6]=[CH:7][CH:8]=[N:9]2)=[CH:4][C:3]=1[N+:12]([O-:14])=[O:13].C([O:19]C(N(C)C)N(C)C)(C)(C)C.